From a dataset of Reaction yield outcomes from USPTO patents with 853,638 reactions. Predict the reaction yield, written as a fraction of the theoretical maximum amount of product (1.0 means a 100% yield; for example, 0.34 means a 34% yield). (1) The reactants are [C:1]1([C@@H:7]2[CH2:9][C@H:8]2[C:10](Cl)=[O:11])[CH:6]=[CH:5][CH:4]=[CH:3][CH:2]=1.[Cl:13][C:14]1[N:19]2[N:20]=[C:21]([CH3:23])[CH:22]=[C:18]2[N:17]=[C:16]([NH2:24])[CH:15]=1. The catalyst is N1C=CC=CC=1. The product is [Cl:13][C:14]1[N:19]2[N:20]=[C:21]([CH3:23])[CH:22]=[C:18]2[N:17]=[C:16]([NH:24][C:10]([CH:8]2[CH2:9][CH:7]2[C:1]2[CH:6]=[CH:5][CH:4]=[CH:3][CH:2]=2)=[O:11])[CH:15]=1. The yield is 0.620. (2) The reactants are C1(C(C2C=CC=CC=2)=[N:8][C:9]2[C:10]([NH:15][C:16]3[CH:21]=[CH:20][CH:19]=[C:18]([CH3:22])[N:17]=3)=[CH:11][CH:12]=[CH:13][CH:14]=2)C=CC=CC=1.Cl. The catalyst is O1CCCC1. The product is [CH3:22][C:18]1[N:17]=[C:16]([NH:15][C:10]2[C:9]([NH2:8])=[CH:14][CH:13]=[CH:12][CH:11]=2)[CH:21]=[CH:20][CH:19]=1. The yield is 0.830. (3) The reactants are Cl[C:2]1[CH:18]=[CH:17][C:5]([C:6]([C:8]2[CH:16]=[CH:15][CH:14]=[CH:13][C:9]=2[C:10]([OH:12])=[O:11])=[O:7])=[CH:4][C:3]=1[N+:19]([O-:21])=[O:20].Cl.[OH-].[NH4+:24]. No catalyst specified. The product is [NH2:24][C:2]1[CH:18]=[CH:17][C:5]([C:6]([C:8]2[CH:16]=[CH:15][CH:14]=[CH:13][C:9]=2[C:10]([OH:12])=[O:11])=[O:7])=[CH:4][C:3]=1[N+:19]([O-:21])=[O:20]. The yield is 0.950. (4) The catalyst is C1COCC1.C1COCC1.ClCCl. The yield is 0.970. The product is [CH3:1][C:36]([CH2:35][N:31]1[CH2:32][CH2:33][CH2:34][N:29]([CH:26]2[CH2:27][CH2:28][N:23]([C:21]([O:20][CH2:12][C:13]3[CH:14]=[CH:15][CH:16]=[CH:17][CH:18]=3)=[O:22])[CH2:24][CH2:25]2)[C:30]1=[O:39])=[O:37]. The reactants are [CH3:1]CN=C=NCCCN(C)C.[C:12]([O:20][C:21]([N:23]1[CH2:28][CH2:27][CH:26]([N:29]2[CH2:34][CH2:33][CH2:32][N:31]([CH2:35][C:36](O)=[O:37])[C:30]2=[O:39])[CH2:25][CH2:24]1)=[O:22])(=O)[C:13]1[CH:18]=[CH:17][CH:16]=[CH:15][CH:14]=1.CN.C1C=CC2N(O)N=NC=2C=1. (5) The reactants are [N:1]1[CH:6]=[CH:5][CH:4]=[C:3]([S:7]([OH:10])(=O)=[O:8])[CH:2]=1.P(Cl)(Cl)(Cl)(Cl)[Cl:12].P(Cl)(Cl)([Cl:19])=O.Cl. The catalyst is C(Cl)(Cl)Cl. The product is [ClH:12].[N:1]1[CH:6]=[CH:5][CH:4]=[C:3]([S:7]([Cl:19])(=[O:10])=[O:8])[CH:2]=1. The yield is 0.810.